Dataset: Peptide-MHC class II binding affinity with 134,281 pairs from IEDB. Task: Regression. Given a peptide amino acid sequence and an MHC pseudo amino acid sequence, predict their binding affinity value. This is MHC class II binding data. (1) The peptide sequence is QYAKEIWGITANPVP. The MHC is HLA-DPA10301-DPB10402 with pseudo-sequence HLA-DPA10301-DPB10402. The binding affinity (normalized) is 0.392. (2) The peptide sequence is LKGDIRESTVREELI. The MHC is DRB1_0101 with pseudo-sequence DRB1_0101. The binding affinity (normalized) is 0.381. (3) The peptide sequence is AILPEYGTLGLECSP. The MHC is DRB5_0101 with pseudo-sequence DRB5_0101. The binding affinity (normalized) is 0.0986. (4) The peptide sequence is EKKYFAACQFEPLAA. The MHC is HLA-DPA10201-DPB11401 with pseudo-sequence HLA-DPA10201-DPB11401. The binding affinity (normalized) is 0.547.